From a dataset of Catalyst prediction with 721,799 reactions and 888 catalyst types from USPTO. Predict which catalyst facilitates the given reaction. (1) Reactant: [CH:1]1[C:14]2[N:13]([CH2:15][CH2:16][OH:17])[C:12]3[C:7](=[CH:8][CH:9]=[CH:10][CH:11]=3)[O:6][C:5]=2[CH:4]=[CH:3][CH:2]=1.[C:31]1(P([C:31]2[CH:36]=[CH:35][CH:34]=[CH:33][CH:32]=2)[C:31]2[CH:36]=[CH:35][CH:34]=[CH:33][CH:32]=2)[CH:36]=[CH:35][CH:34]=[CH:33][CH:32]=1.C[CH2:38][O:39]C(/N=N/C(OCC)=O)=O.[CH3:49][O:50][C:51](=[O:77])[C@@H:52]([NH:61][C:62]1[CH:67]=[CH:66][CH:65]=[CH:64][C:63]=1OC(=O)C1C=CC=CC=1)[CH2:53][C:54]1[CH:59]=[CH:58][C:57](O)=[CH:56][CH:55]=1. Product: [CH3:49][O:50][C:51](=[O:77])[C@@H:52]([NH:61][C:62]1[CH:67]=[CH:66][CH:65]=[CH:64][C:63]=1[C:38](=[O:39])[C:31]1[CH:32]=[CH:33][CH:34]=[CH:35][CH:36]=1)[CH2:53][C:54]1[CH:55]=[CH:56][C:57]([O:17][CH2:16][CH2:15][N:13]2[C:14]3[CH:1]=[CH:2][CH:3]=[CH:4][C:5]=3[O:6][C:7]3[C:12]2=[CH:11][CH:10]=[CH:9][CH:8]=3)=[CH:58][CH:59]=1. The catalyst class is: 20. (2) Reactant: [CH2:1]([O:3][CH2:4][C:5]1[N:6]([CH2:19][C:20]([CH3:49])([O:22][CH2:23][CH2:24][NH:25][CH2:26][CH2:27][CH2:28][O:29]C(C2C=CC=CC=2)(C2C=CC=CC=2)C2C=CC=CC=2)[CH3:21])[C:7]2[C:16]3[CH:15]=[CH:14][CH:13]=[CH:12][C:11]=3[N:10]=[C:9]([NH2:17])[C:8]=2[N:18]=1)[CH3:2].C(O)(C(F)(F)F)=O. Product: [NH2:17][C:9]1[C:8]2[N:18]=[C:5]([CH2:4][O:3][CH2:1][CH3:2])[N:6]([CH2:19][C:20]([CH3:49])([O:22][CH2:23][CH2:24][NH:25][CH2:26][CH2:27][CH2:28][OH:29])[CH3:21])[C:7]=2[C:16]2[CH:15]=[CH:14][CH:13]=[CH:12][C:11]=2[N:10]=1. The catalyst class is: 2. (3) Reactant: Cl[C:2]1[N:7]=[N:6][C:5]([N:8]2[CH2:13][CH2:12][CH:11]([NH:14][C:15](=[O:21])[O:16][C:17]([CH3:20])([CH3:19])[CH3:18])[CH2:10][CH2:9]2)=[CH:4][CH:3]=1.C([O-])=O.[NH4+]. Product: [N:7]1[CH:2]=[CH:3][CH:4]=[C:5]([N:8]2[CH2:13][CH2:12][CH:11]([NH:14][C:15](=[O:21])[O:16][C:17]([CH3:19])([CH3:18])[CH3:20])[CH2:10][CH2:9]2)[N:6]=1. The catalyst class is: 19. (4) Reactant: C(=O)([O-])[O-].[K+].[K+].C([Si](C1C=CC=CC=1)(C1C=CC=CC=1)[O:12][CH2:13][C:14]([NH:21][C:22]([C:24]1[N:28]2[CH:29]=[CH:30][CH:31]=[C:32]([O:33][CH2:34][C:35]3[C:40]([F:41])=[CH:39][CH:38]=[CH:37][C:36]=3[F:42])[C:27]2=[N:26][C:25]=1[CH3:43])=[O:23])([C:16]1[N:17]=[N:18][NH:19][N:20]=1)[CH3:15])(C)(C)C.Cl[C:57]([F:62])([F:61])C([O-])=O.[Na+].C(OC(C)C)(C)C. Product: [F:41][C:40]1[CH:39]=[CH:38][CH:37]=[C:36]([F:42])[C:35]=1[CH2:34][O:33][C:32]1[C:27]2[N:28]([C:24]([C:22]([NH:21][C:14]([C:16]3[N:17]=[N:18][N:19]([CH:57]([F:62])[F:61])[N:20]=3)([CH3:15])[CH2:13][OH:12])=[O:23])=[C:25]([CH3:43])[N:26]=2)[CH:29]=[CH:30][CH:31]=1. The catalyst class is: 248. (5) Reactant: Cl[C:2]([O:4][CH2:5][CH3:6])=[O:3].[CH:7]12[CH2:16][CH:11]3[CH2:12][CH:13]([CH2:15][CH:9]([CH2:10]3)[CH:8]1[C:17]1[CH:22]=[C:21]([CH3:23])[CH:20]=[CH:19][C:18]=1[OH:24])[CH2:14]2.CCN(CC)CC. Product: [C:2](=[O:3])([O:4][CH2:5][CH3:6])[O:24][C:18]1[CH:19]=[CH:20][C:21]([CH3:23])=[CH:22][C:17]=1[CH:8]1[CH:9]2[CH2:10][CH:11]3[CH2:12][CH:13]([CH2:14][CH:7]1[CH2:16]3)[CH2:15]2. The catalyst class is: 166. (6) Reactant: [CH:1]([C:4]1[C:8]2[CH:9]=[CH:10][CH:11]=[CH:12][C:7]=2[O:6][C:5]=1[CH2:13][NH:14][CH3:15])([CH3:3])[CH3:2].[O:16]=[C:17]1[NH:26][C:25]2[N:24]=[CH:23][C:22](/[CH:27]=[CH:28]/[C:29]([OH:31])=O)=[CH:21][C:20]=2[CH2:19][CH2:18]1.ON1C2C=CC=CC=2N=N1.C(N(C(C)C)CC)(C)C.CN(C)CCCN=C=NCC. Product: [CH:1]([C:4]1[C:8]2[CH:9]=[CH:10][CH:11]=[CH:12][C:7]=2[O:6][C:5]=1[CH2:13][N:14]([CH3:15])[C:29](=[O:31])/[CH:28]=[CH:27]/[C:22]1[CH:23]=[N:24][C:25]2[NH:26][C:17](=[O:16])[CH2:18][CH2:19][C:20]=2[CH:21]=1)([CH3:3])[CH3:2]. The catalyst class is: 18. (7) Reactant: Cl[CH2:2][C:3]([NH:5][C:6]1[CH:16]=[CH:15][C:9]2[NH:10][C:11](=[O:14])[CH2:12][O:13][C:8]=2[CH:7]=1)=[O:4].[CH2:17]([CH:24]1[CH2:29][CH2:28][NH:27][CH2:26][CH2:25]1)[C:18]1[CH:23]=[CH:22][CH:21]=[CH:20][CH:19]=1. Product: [CH2:17]([CH:24]1[CH2:29][CH2:28][N:27]([CH2:2][C:3]([NH:5][C:6]2[CH:16]=[CH:15][C:9]3[NH:10][C:11](=[O:14])[CH2:12][O:13][C:8]=3[CH:7]=2)=[O:4])[CH2:26][CH2:25]1)[C:18]1[CH:23]=[CH:22][CH:21]=[CH:20][CH:19]=1. The catalyst class is: 27.